Predict the reaction yield, written as a fraction of the theoretical maximum amount of product (1.0 means a 100% yield; for example, 0.34 means a 34% yield). From a dataset of Reaction yield outcomes from USPTO patents with 853,638 reactions. (1) The reactants are [CH3:1][C:2]1[C:7]([CH:8]([CH2:13][CH2:14][CH3:15])[C:9]([O:11]C)=[O:10])=[C:6]([C:16]2[CH:21]=[CH:20][C:19]([CH3:22])=[CH:18][CH:17]=2)[N:5]=[C:4]([N:23]2[CH2:28][CH2:27][CH2:26][CH2:25][CH2:24]2)[N:3]=1.[OH-].[Na+]. The catalyst is CO. The product is [CH3:1][C:2]1[C:7]([CH:8]([CH2:13][CH2:14][CH3:15])[C:9]([OH:11])=[O:10])=[C:6]([C:16]2[CH:17]=[CH:18][C:19]([CH3:22])=[CH:20][CH:21]=2)[N:5]=[C:4]([N:23]2[CH2:24][CH2:25][CH2:26][CH2:27][CH2:28]2)[N:3]=1. The yield is 0.770. (2) The reactants are [CH3:1][O:2][C:3]([NH:5][C@H:6]([C:10]([N:12]1[C@H:17]([C:18]2[NH:22][C:21]3[C:23]4[C:28]([CH:29]=[CH:30][C:20]=3[N:19]=2)=[CH:27][C:26]2[C:31]3[C:36]([CH2:37][O:38][C:25]=2[CH:24]=4)=[CH:35][C:34]([C:39]2[NH:43][C:42]([C@@H:44]4[CH2:48][C@H:47]([CH2:49][O:50][CH3:51])[CH2:46][N:45]4C(OC(C)(C)C)=O)=[N:41][CH:40]=2)=[CH:33][CH:32]=3)[CH2:16][C@H:15]2[C@@H:13]1[CH2:14]2)=[O:11])[CH:7]([CH3:9])[CH3:8])=[O:4].Cl.[CH3:60][O:61][C:62]([NH:64][C@H:65]([C:69]1[CH:74]=[CH:73][CH:72]=[CH:71][CH:70]=1)[C:66]([OH:68])=O)=[O:63].CCN(C(C)C)C(C)C.CCOC(C(C#N)=NOC(N1CCOCC1)=[N+](C)C)=O.F[P-](F)(F)(F)(F)F. The catalyst is C(Cl)Cl.CO.CN(C=O)C.[Li+].[OH-]. The product is [CH3:1][O:2][C:3]([NH:5][C@@H:6]([CH:7]([CH3:9])[CH3:8])[C:10]([N:12]1[C@H:17]([C:18]2[NH:22][C:21]3[C:23]4[C:28]([CH:29]=[CH:30][C:20]=3[N:19]=2)=[CH:27][C:26]2[C:31]3[C:36]([CH2:37][O:38][C:25]=2[CH:24]=4)=[CH:35][C:34]([C:39]2[NH:43][C:42]([C@@H:44]4[CH2:48][C@H:47]([CH2:49][O:50][CH3:51])[CH2:46][N:45]4[C:66](=[O:68])[C@H:65]([NH:64][C:62](=[O:63])[O:61][CH3:60])[C:69]4[CH:74]=[CH:73][CH:72]=[CH:71][CH:70]=4)=[N:41][CH:40]=2)=[CH:33][CH:32]=3)[CH2:16][C@H:15]2[C@@H:13]1[CH2:14]2)=[O:11])=[O:4]. The yield is 0.550. (3) The reactants are [F:1][C:2]1[CH:3]=[C:4]([C@@H:9]2[N:14]([C:15]([O:17]C3C=CC([N+]([O-])=O)=CC=3)=O)[C:13](=[O:27])[NH:12][C:11]([CH2:28][O:29][CH3:30])=[C:10]2[C:31]([O:33][CH3:34])=[O:32])[CH:5]=[CH:6][C:7]=1[F:8].[N+:35]([C:38]1[CH:39]=[C:40]([C:44]2[CH2:45][CH2:46][N:47]([CH2:50][CH2:51][CH2:52][NH2:53])[CH2:48][CH:49]=2)[CH:41]=[CH:42][CH:43]=1)([O-])=O.C([O-])([O-])=O.[K+].[K+].CO. The catalyst is ClCCl. The product is [NH2:35][C:38]1[CH:39]=[C:40]([CH:44]2[CH2:45][CH2:46][N:47]([CH2:50][CH2:51][CH2:52][NH:53][C:15]([N:14]3[C@@H:9]([C:4]4[CH:5]=[CH:6][C:7]([F:8])=[C:2]([F:1])[CH:3]=4)[C:10]([C:31]([O:33][CH3:34])=[O:32])=[C:11]([CH2:28][O:29][CH3:30])[NH:12][C:13]3=[O:27])=[O:17])[CH2:48][CH2:49]2)[CH:41]=[CH:42][CH:43]=1. The yield is 0.520.